Dataset: Full USPTO retrosynthesis dataset with 1.9M reactions from patents (1976-2016). Task: Predict the reactants needed to synthesize the given product. (1) Given the product [NH2:13][C:10]1[CH:11]=[CH:12][C:7]([C:6]([O:5][C:1]([CH3:4])([CH3:3])[CH3:2])=[O:16])=[N:8][CH:9]=1, predict the reactants needed to synthesize it. The reactants are: [C:1]([O:5][C:6](=[O:16])[C:7]1[CH:12]=[CH:11][C:10]([N+:13]([O-])=O)=[CH:9][N:8]=1)([CH3:4])([CH3:3])[CH3:2]. (2) Given the product [Cl:19][C:20]1[CH:25]=[C:24]([C:2]2[CH:7]=[C:6]([CH3:8])[CH:5]=[C:4]([C:9]3[CH:14]=[CH:13][C:12]([C:15]([F:18])([F:17])[F:16])=[CH:11][CH:10]=3)[N:3]=2)[CH:23]=[CH:22][N:21]=1, predict the reactants needed to synthesize it. The reactants are: I[C:2]1[CH:7]=[C:6]([CH3:8])[CH:5]=[C:4]([C:9]2[CH:14]=[CH:13][C:12]([C:15]([F:18])([F:17])[F:16])=[CH:11][CH:10]=2)[N:3]=1.[Cl:19][C:20]1(B(O)O)[CH:25]=[CH:24][CH:23]=[CH:22][NH:21]1. (3) Given the product [Br:1][C:2]1[CH:9]=[C:8]([O:10][CH:15]2[CH2:14][CH2:13][CH2:12][CH2:17][O:16]2)[CH:7]=[C:6]([OH:11])[C:3]=1[CH:4]=[O:5], predict the reactants needed to synthesize it. The reactants are: [Br:1][C:2]1[CH:9]=[C:8]([OH:10])[CH:7]=[C:6]([OH:11])[C:3]=1[CH:4]=[O:5].[CH2:12]1[CH2:17][O:16][CH:15]=[CH:14][CH2:13]1.